This data is from Reaction yield outcomes from USPTO patents with 853,638 reactions. The task is: Predict the reaction yield, written as a fraction of the theoretical maximum amount of product (1.0 means a 100% yield; for example, 0.34 means a 34% yield). (1) The reactants are [F:1][C:2]1[CH:3]=[C:4]([C:11](=[O:13])[CH3:12])[CH:5]=[C:6]([F:10])[C:7]=1[O:8]C.Br. The catalyst is O. The product is [F:1][C:2]1[CH:3]=[C:4]([C:11](=[O:13])[CH3:12])[CH:5]=[C:6]([F:10])[C:7]=1[OH:8]. The yield is 0.910. (2) The reactants are [F:1][C:2]1[C:3]([N+:22]([O-])=O)=[C:4]2[C:9]3=[C:10]([O:13][CH2:14][C:15]([CH3:17])([CH3:16])[N:8]3[CH:7]=[C:6]([C:18]([NH2:20])=[O:19])[C:5]2=[O:21])[C:11]=1[F:12].S(S([O-])=O)([O-])=O.[Na+].[Na+]. The catalyst is O.CO. The product is [NH2:22][C:3]1[C:2]([F:1])=[C:11]([F:12])[C:10]2[O:13][CH2:14][C:15]([CH3:17])([CH3:16])[N:8]3[C:9]=2[C:4]=1[C:5](=[O:21])[C:6]([C:18]([NH2:20])=[O:19])=[CH:7]3. The yield is 0.510. (3) The reactants are Cl[C:2]1[CH:7]=[CH:6][C:5]([C:8]([NH:10][C:11]2[S:12][C:13]([N:21]3[CH2:26][CH2:25][O:24][CH2:23][CH2:22]3)=[C:14]([C:16]3[O:17][CH:18]=[CH:19][CH:20]=3)[N:15]=2)=[O:9])=[CH:4][N:3]=1.[CH3:27][N:28]1[CH2:33][CH2:32][NH:31][CH2:30][CH2:29]1. The catalyst is O1CCOCC1. The product is [O:17]1[CH:18]=[CH:19][CH:20]=[C:16]1[C:14]1[N:15]=[C:11]([NH:10][C:8]([C:5]2[CH:6]=[CH:7][C:2]([N:31]3[CH2:32][CH2:33][N:28]([CH3:27])[CH2:29][CH2:30]3)=[N:3][CH:4]=2)=[O:9])[S:12][C:13]=1[N:21]1[CH2:26][CH2:25][O:24][CH2:23][CH2:22]1. The yield is 1.00. (4) The reactants are [F:1][C:2]([F:31])([F:30])[C:3]1[CH:4]=[C:5]([CH:23]=[C:24]([C:26]([F:29])([F:28])[F:27])[CH:25]=1)[CH2:6][N:7]1[C:16]2[C:11](=[CH:12][CH:13]=[C:14]([C:17]([F:20])([F:19])[F:18])[CH:15]=2)[NH:10][CH:9]([CH2:21][CH3:22])[CH2:8]1.N1C=CC=CC=1.Cl[C:39]([O:41][CH2:42][CH3:43])=[O:40]. The catalyst is C(Cl)Cl.CCOC(C)=O. The product is [CH2:42]([O:41][C:39]([N:10]1[C:11]2[C:16](=[CH:15][C:14]([C:17]([F:20])([F:19])[F:18])=[CH:13][CH:12]=2)[N:7]([CH2:6][C:5]2[CH:23]=[C:24]([C:26]([F:27])([F:28])[F:29])[CH:25]=[C:3]([C:2]([F:1])([F:30])[F:31])[CH:4]=2)[CH2:8][CH:9]1[CH2:21][CH3:22])=[O:40])[CH3:43]. The yield is 0.270. (5) The reactants are [O:1]1[C:5]2[CH:6]=[CH:7][C:8]([C:10]3[S:11][CH:12]=[C:13]([C:15]([OH:17])=O)[N:14]=3)=[CH:9][C:4]=2[CH2:3][CH2:2]1.[F:18][C:19]([F:32])([F:31])[O:20][C:21]1[CH:22]=[CH:23][C:24]2[N:28]=[C:27]([NH2:29])[NH:26][C:25]=2[CH:30]=1.F[P-](F)(F)(F)(F)F.N1(OC(N(C)C)=[N+](C)C)C2C=CC=CC=2N=N1.C(N(CC)C(C)C)(C)C. The product is [O:1]1[C:5]2[CH:6]=[CH:7][C:8]([C:10]3[S:11][CH:12]=[C:13]([C:15]([NH:29][C:27]4[NH:26][C:25]5[CH:30]=[C:21]([O:20][C:19]([F:32])([F:18])[F:31])[CH:22]=[CH:23][C:24]=5[N:28]=4)=[O:17])[N:14]=3)=[CH:9][C:4]=2[CH2:3][CH2:2]1. The yield is 0.390. The catalyst is CN(C)C=O.CN(C)C1C=CN=CC=1. (6) The reactants are [N+:1]([C:4]1[CH:9]=[CH:8][C:7]([NH:10][C:11]([N:13]2[CH2:18][CH2:17][N:16]([C:19]3[CH:24]=[CH:23][C:22]([NH:25][C:26]([NH:28][C:29]4[CH:34]=[C:33]([CH3:35])[CH:32]=[CH:31][C:30]=4[O:36][CH3:37])=[O:27])=[CH:21][CH:20]=3)[CH2:15][CH2:14]2)=[O:12])=[C:6]([C:38]([F:41])([F:40])[F:39])[CH:5]=1)([O-])=O.CC(N(C)C)=O. The catalyst is [C].[Pd].O1CCCC1. The product is [NH2:1][C:4]1[CH:9]=[CH:8][C:7]([NH:10][C:11]([N:13]2[CH2:18][CH2:17][N:16]([C:19]3[CH:20]=[CH:21][C:22]([NH:25][C:26]([NH:28][C:29]4[CH:34]=[C:33]([CH3:35])[CH:32]=[CH:31][C:30]=4[O:36][CH3:37])=[O:27])=[CH:23][CH:24]=3)[CH2:15][CH2:14]2)=[O:12])=[C:6]([C:38]([F:40])([F:41])[F:39])[CH:5]=1. The yield is 0.690. (7) The product is [O:1]1[CH:5]=[CH:4][CH:3]=[C:2]1[C:6]([N:24]1[CH2:25][CH2:26][N:21]([C:13]2[C:14]3[C:19](=[CH:18][CH:17]=[C:16]([CH3:20])[CH:15]=3)[N:10]([CH3:9])[C:11](=[O:29])[C:12]=2[C:27]#[N:28])[CH2:22][CH2:23]1)=[O:7]. The catalyst is N1C=CC=CC=1. The yield is 0.590. The reactants are [O:1]1[CH:5]=[CH:4][CH:3]=[C:2]1[C:6](Cl)=[O:7].[CH3:9][N:10]1[C:19]2[C:14](=[CH:15][C:16]([CH3:20])=[CH:17][CH:18]=2)[C:13]([N:21]2[CH2:26][CH2:25][NH:24][CH2:23][CH2:22]2)=[C:12]([C:27]#[N:28])[C:11]1=[O:29].